From a dataset of Full USPTO retrosynthesis dataset with 1.9M reactions from patents (1976-2016). Predict the reactants needed to synthesize the given product. (1) Given the product [CH2:15]([NH:22][C:7](=[O:9])[CH:6]([OH:10])[C:5]1[CH:11]=[CH:12][C:2]([OH:1])=[C:3]([O:13][CH3:14])[CH:4]=1)[CH2:16][CH2:17][CH2:18][CH2:19][CH2:20][CH3:21], predict the reactants needed to synthesize it. The reactants are: [OH:1][C:2]1[CH:12]=[CH:11][C:5]([CH:6]([OH:10])[C:7]([OH:9])=O)=[CH:4][C:3]=1[O:13][CH3:14].[CH2:15]([NH2:22])[CH2:16][CH2:17][CH2:18][CH2:19][CH2:20][CH3:21].CCCC(NC(=O)C(O)C1C=CC(O)=C(OC)C=1)CCC. (2) Given the product [OH:67][C:53]1[C:54]2[N:55]([CH:64]=[CH:65][CH:66]=2)[N:56]([CH2:59][CH2:60][CH:61]([CH3:63])[CH3:62])[C:57](=[O:58])[C:52]=1[C:50]1[NH:49][C:46]2[CH:47]=[CH:48][C:43]([NH:42][S:39]([CH3:38])(=[O:41])=[O:40])=[CH:44][C:45]=2[S:68](=[O:71])(=[O:70])[N:69]=1, predict the reactants needed to synthesize it. The reactants are: C(OC(C1C(=O)N(CCC(C)C)N2C=CC=C2C=1O)=O)C.NC1C=CC(NS(C)(=O)=O)=CC=1S(N)(=O)=O.[CH3:38][S:39]([NH:42][C:43]1[CH:48]=[CH:47][C:46]([NH:49][C:50]([C:52]2[C:57](=[O:58])[N:56]([CH2:59][CH2:60][CH:61]([CH3:63])[CH3:62])[N:55]3[CH:64]=[CH:65][CH:66]=[C:54]3[C:53]=2[OH:67])=O)=[C:45]([S:68](=[O:71])(=[O:70])[NH2:69])[CH:44]=1)(=[O:41])=[O:40].N12CCCN=C1CCCCC2. (3) Given the product [CH2:33]([O:31][C@H:23]1[CH2:24][C:25]2[C:30](=[CH:29][CH:28]=[CH:27][CH:26]=2)[C@H:22]1[NH:21][C:6]1[C:5]([CH2:3][CH3:4])=[N:10][C:9]([O:11][C:12]2[CH:17]=[C:16]([CH3:18])[CH:15]=[CH:14][N:13]=2)=[C:8]([CH2:19][CH3:20])[N:7]=1)[CH3:34], predict the reactants needed to synthesize it. The reactants are: [H-].[Na+].[CH2:3]([C:5]1[C:6]([NH:21][C@@H:22]2[C:30]3[C:25](=[CH:26][CH:27]=[CH:28][CH:29]=3)[CH2:24][C@@H:23]2[OH:31])=[N:7][C:8]([CH2:19][CH3:20])=[C:9]([O:11][C:12]2[CH:17]=[C:16]([CH3:18])[CH:15]=[CH:14][N:13]=2)[N:10]=1)[CH3:4].I[CH2:33][CH3:34]. (4) Given the product [CH3:16][CH:15]([CH3:17])[CH2:14][C@H:13]([NH:12][C:10]([C:2]1[S:1][C:5]2[CH:6]=[CH:7][CH:8]=[CH:9][C:4]=2[CH:3]=1)=[O:11])[C:18]([NH:20][CH2:21][CH2:22][CH:23]1[CH2:28][S:27][CH2:26][CH2:25][NH:24]1)=[O:19], predict the reactants needed to synthesize it. The reactants are: [S:1]1[C:5]2[CH:6]=[CH:7][CH:8]=[CH:9][C:4]=2[CH:3]=[C:2]1[C:10]([NH:12][C@H:13]([C:18]([NH:20][CH2:21][CH2:22][CH:23]1[CH2:28][S:27][CH2:26][CH2:25][N:24]1C(OC(C)(C)C)=O)=[O:19])[CH2:14][CH:15]([CH3:17])[CH3:16])=[O:11].Cl. (5) Given the product [F:1][C:2]1[CH:7]=[CH:6][CH:5]=[C:4]2[C:3]=1[CH2:8][CH2:9][CH2:10][C:11]2=[O:13], predict the reactants needed to synthesize it. The reactants are: [F:1][C:2]1[CH:7]=[CH:6][CH:5]=[CH:4][C:3]=1[CH2:8][CH2:9][CH2:10][C:11]([OH:13])=O.C(Cl)(=O)C(Cl)=O.[Cl-].[Al+3].[Cl-].[Cl-]. (6) Given the product [C:1]1([CH3:12])[CH:6]=[CH:5][C:4]([O:7][CH:8]([CH3:13])[C:9]([Cl:11])=[O:10])=[CH:3][CH:2]=1, predict the reactants needed to synthesize it. The reactants are: [C:1]1([CH3:12])[CH:6]=[CH:5][C:4]([O:7][CH2:8][C:9]([Cl:11])=[O:10])=[CH:3][CH:2]=1.[C:13]1(C)C=CC(OC(C)C(O)=O)=CC=1.O=S(Cl)Cl. (7) The reactants are: [CH2:1]([S:16]([CH:19]([CH2:25][CH3:26])[C:20]([O:22]CC)=[O:21])(=[O:18])=[O:17])[CH2:2]/[CH:3]=[CH:4]\[CH2:5]/[CH:6]=[CH:7]\[CH2:8]/[CH:9]=[CH:10]\[CH2:11]/[CH:12]=[CH:13]\[CH2:14][CH3:15].[Li+].[OH-].O.Cl. Given the product [CH2:1]([S:16]([CH:19]([CH2:25][CH3:26])[C:20]([OH:22])=[O:21])(=[O:17])=[O:18])[CH2:2]/[CH:3]=[CH:4]\[CH2:5]/[CH:6]=[CH:7]\[CH2:8]/[CH:9]=[CH:10]\[CH2:11]/[CH:12]=[CH:13]\[CH2:14][CH3:15], predict the reactants needed to synthesize it. (8) Given the product [CH3:38][C:30]1[C:31](=[O:55])[C@@H:32]([OH:37])[CH2:33][C:34]([CH3:36])([CH3:35])[C:29]=1/[CH:28]=[CH:27]/[C:26](/[CH3:39])=[CH:25]/[CH:24]=[CH:23]/[C:22](/[CH3:40])=[CH:21]/[CH:20]=[CH:19]/[CH:18]=[C:17](\[CH3:41])/[CH:16]=[CH:15]/[CH:14]=[C:13](\[CH3:42])/[CH:12]=[CH:11]/[C:3]1[C:4]([CH3:9])([CH3:10])[CH2:5][C@H:6]([OH:8])[C:7](=[O:44])[C:2]=1[CH3:1], predict the reactants needed to synthesize it. The reactants are: [CH3:1][C:2]1[CH2:7][C@@H:6]([OH:8])[CH2:5][C:4]([CH3:10])([CH3:9])[C:3]=1/[CH:11]=[CH:12]/[C:13](/[CH3:42])=[CH:14]/[CH:15]=[CH:16]/[C:17](/[CH3:41])=[CH:18]/[CH:19]=[CH:20]/[CH:21]=[C:22](\[CH3:40])/[CH:23]=[CH:24]/[CH:25]=[C:26](\[CH3:39])/[CH:27]=[CH:28]/[C:29]1[C:34]([CH3:36])([CH3:35])[CH2:33][C@H:32]([OH:37])[CH2:31][C:30]=1[CH3:38].Cl([O-])(=O)=[O:44].[Na+].[I-].[Na+].S(=O)(=O)(O)O.[OH2:55].